Dataset: Forward reaction prediction with 1.9M reactions from USPTO patents (1976-2016). Task: Predict the product of the given reaction. (1) Given the reactants [C:1]([CH:3]=[C:4]1[CH2:8][N:7]([C:9]([O:11][C:12]([CH3:15])([CH3:14])[CH3:13])=[O:10])[C@H:6]([C:16]([O:18][CH3:19])=[O:17])[CH2:5]1)#[N:2], predict the reaction product. The product is: [NH2:2][CH2:1][CH2:3][CH:4]1[CH2:8][N:7]([C:9]([O:11][C:12]([CH3:15])([CH3:13])[CH3:14])=[O:10])[C@H:6]([C:16]([O:18][CH3:19])=[O:17])[CH2:5]1. (2) Given the reactants [N:1]1[CH:6]=[CH:5][CH:4]=[C:3](B(O)O)[CH:2]=1.[CH3:10][C:11]1[CH:16]=[CH:15][C:14]([N+:17]([O-:19])=[O:18])=[CH:13][C:12]=1[OH:20].N1C=CC=CC=1.O, predict the reaction product. The product is: [CH3:10][C:11]1[CH:16]=[CH:15][C:14]([N+:17]([O-:19])=[O:18])=[CH:13][C:12]=1[O:20][C:3]1[CH:2]=[N:1][CH:6]=[CH:5][CH:4]=1. (3) Given the reactants [C:1]1([CH:7]([C:9]2[CH:14]=[CH:13][CH:12]=[CH:11][CH:10]=2)[NH2:8])[CH:6]=[CH:5][CH:4]=[CH:3][CH:2]=1.Cl[CH2:16][C:17]1([CH3:20])[CH2:19][O:18]1, predict the reaction product. The product is: [CH:7]([N:8]1[CH2:19][C:17]([CH3:20])([OH:18])[CH2:16]1)([C:1]1[CH:2]=[CH:3][CH:4]=[CH:5][CH:6]=1)[C:9]1[CH:10]=[CH:11][CH:12]=[CH:13][CH:14]=1. (4) Given the reactants [NH2:1][C:2]1[N:7]=[CH:6][N:5]=[C:4]2[N:8]([CH:20]([C:22]3[O:23][C:24]4[C:29]([C:30](=[O:39])[C:31]=3[C:32]3[CH:37]=[CH:36][CH:35]=[C:34]([F:38])[CH:33]=3)=[CH:28][CH:27]=[CH:26][CH:25]=4)[CH3:21])[N:9]=[C:10]([C:11]3[CH:16]=[CH:15][C:14]([F:17])=[CH:13][C:12]=3[O:18]C)[C:3]=12, predict the reaction product. The product is: [NH2:1][C:2]1[N:7]=[CH:6][N:5]=[C:4]2[N:8]([CH:20]([C:22]3[O:23][C:24]4[C:29]([C:30](=[O:39])[C:31]=3[C:32]3[CH:37]=[CH:36][CH:35]=[C:34]([F:38])[CH:33]=3)=[CH:28][CH:27]=[CH:26][CH:25]=4)[CH3:21])[N:9]=[C:10]([C:11]3[CH:16]=[CH:15][C:14]([F:17])=[CH:13][C:12]=3[OH:18])[C:3]=12. (5) Given the reactants [CH2:1]([O:8][C:9]([NH:11][C@@H:12]([C:14]1[CH:22]=[CH:21][C:17]([C:18](O)=[O:19])=[CH:16][CH:15]=1)[CH3:13])=[O:10])[C:2]1[CH:7]=[CH:6][CH:5]=[CH:4][CH:3]=1.S(Cl)([Cl:25])=O, predict the reaction product. The product is: [CH2:1]([O:8][C:9]([NH:11][C@@H:12]([C:14]1[CH:22]=[CH:21][C:17]([C:18]([Cl:25])=[O:19])=[CH:16][CH:15]=1)[CH3:13])=[O:10])[C:2]1[CH:7]=[CH:6][CH:5]=[CH:4][CH:3]=1. (6) Given the reactants [F:1][C:2]1[CH:17]=[CH:16][C:5]2[C:6]([C:9]3[CH:14]=[CH:13][C:12]([OH:15])=[CH:11][CH:10]=3)=[N:7][O:8][C:4]=2[CH:3]=1.C(=O)([O-])[O-].[K+].[K+].[Br:24][CH2:25][CH2:26]Br, predict the reaction product. The product is: [Br:24][CH2:25][CH2:26][O:15][C:12]1[CH:11]=[CH:10][C:9]([C:6]2[C:5]3[CH:16]=[CH:17][C:2]([F:1])=[CH:3][C:4]=3[O:8][N:7]=2)=[CH:14][CH:13]=1. (7) Given the reactants [CH3:1][O:2][C:3]1[CH:8]=[CH:7][C:6]([N+:9]([O-])=O)=[CH:5][C:4]=1[N:12]1[CH2:17][CH2:16][N:15]([CH2:18][CH2:19][S:20]([CH3:23])(=[O:22])=[O:21])[CH2:14][CH2:13]1, predict the reaction product. The product is: [CH3:1][O:2][C:3]1[CH:8]=[CH:7][C:6]([NH2:9])=[CH:5][C:4]=1[N:12]1[CH2:17][CH2:16][N:15]([CH2:18][CH2:19][S:20]([CH3:23])(=[O:21])=[O:22])[CH2:14][CH2:13]1. (8) Given the reactants [C:1]([C:3]1[CH:8]([C:9]2[CH:10]=[C:11]3[C:15](=[CH:16][CH:17]=2)[N:14](C(OC(C)(C)C)=O)[N:13]=[C:12]3[NH:25][S:26]([CH2:29][C:30]2[CH:35]=[CH:34][C:33]([F:36])=[CH:32][CH:31]=2)(=[O:28])=[O:27])[C:7]([C:37]#[N:38])=[C:6]([CH3:39])[NH:5][C:4]=1[CH3:40])#[N:2].FC(F)(F)C(O)=O, predict the reaction product. The product is: [C:37]([C:7]1[CH:8]([C:9]2[CH:10]=[C:11]3[C:15](=[CH:16][CH:17]=2)[NH:14][N:13]=[C:12]3[NH:25][S:26]([CH2:29][C:30]2[CH:31]=[CH:32][C:33]([F:36])=[CH:34][CH:35]=2)(=[O:27])=[O:28])[C:3]([C:1]#[N:2])=[C:4]([CH3:40])[NH:5][C:6]=1[CH3:39])#[N:38]. (9) Given the reactants [NH2:1][C:2]1[CH:7]=[CH:6][CH:5]=[CH:4][C:3]=1[C:8]([CH:10]1[CH2:15][CH2:14][N:13]([CH3:16])[CH2:12][CH2:11]1)=O.[NH2:17][C:18](N)=[O:19].[OH-].[Na+], predict the reaction product. The product is: [CH3:16][N:13]1[CH2:14][CH2:15][CH:10]([C:8]2[C:3]3[C:2](=[CH:7][CH:6]=[CH:5][CH:4]=3)[NH:1][C:18](=[O:19])[N:17]=2)[CH2:11][CH2:12]1. (10) Given the reactants [CH3:1][C:2]1[CH:6]=[C:5]([NH2:7])[S:4][N:3]=1.C([O-])([O-])=O.[Cs+].[Cs+].Cl[C:15]1[N:20]=[C:19]([NH:21][CH:22]2[CH2:27][CH2:26][CH2:25][CH:24]([NH:28][C:29](=[O:35])[O:30][C:31]([CH3:34])([CH3:33])[CH3:32])[CH2:23]2)[C:18]([Cl:36])=[CH:17][N:16]=1.CC(C1C=C(C(C)C)C(C2C=CC=CC=2P(C2CCCCC2)C2CCCCC2)=C(C(C)C)C=1)C, predict the reaction product. The product is: [Cl:36][C:18]1[C:19]([NH:21][CH:22]2[CH2:27][CH2:26][CH2:25][CH:24]([NH:28][C:29](=[O:35])[O:30][C:31]([CH3:33])([CH3:32])[CH3:34])[CH2:23]2)=[N:20][C:15]([NH:7][C:5]2[S:4][N:3]=[C:2]([CH3:1])[CH:6]=2)=[N:16][CH:17]=1.